This data is from NCI-60 drug combinations with 297,098 pairs across 59 cell lines. The task is: Regression. Given two drug SMILES strings and cell line genomic features, predict the synergy score measuring deviation from expected non-interaction effect. (1) Drug 1: CCC(=C(C1=CC=CC=C1)C2=CC=C(C=C2)OCCN(C)C)C3=CC=CC=C3.C(C(=O)O)C(CC(=O)O)(C(=O)O)O. Drug 2: CCCCCOC(=O)NC1=NC(=O)N(C=C1F)C2C(C(C(O2)C)O)O. Cell line: CAKI-1. Synergy scores: CSS=-8.07, Synergy_ZIP=3.77, Synergy_Bliss=-1.12, Synergy_Loewe=-8.76, Synergy_HSA=-8.59. (2) Drug 1: CC1=C(C(CCC1)(C)C)C=CC(=CC=CC(=CC(=O)O)C)C. Drug 2: CC1CCCC2(C(O2)CC(NC(=O)CC(C(C(=O)C(C1O)C)(C)C)O)C(=CC3=CSC(=N3)C)C)C. Cell line: UACC62. Synergy scores: CSS=46.7, Synergy_ZIP=3.50, Synergy_Bliss=3.07, Synergy_Loewe=-17.5, Synergy_HSA=5.87. (3) Drug 1: COC1=CC(=CC(=C1O)OC)C2C3C(COC3=O)C(C4=CC5=C(C=C24)OCO5)OC6C(C(C7C(O6)COC(O7)C8=CC=CS8)O)O. Drug 2: C1CN(P(=O)(OC1)NCCCl)CCCl. Cell line: MALME-3M. Synergy scores: CSS=20.0, Synergy_ZIP=-7.17, Synergy_Bliss=-7.05, Synergy_Loewe=-73.6, Synergy_HSA=-6.18. (4) Drug 1: CC1C(C(=O)NC(C(=O)N2CCCC2C(=O)N(CC(=O)N(C(C(=O)O1)C(C)C)C)C)C(C)C)NC(=O)C3=C4C(=C(C=C3)C)OC5=C(C(=O)C(=C(C5=N4)C(=O)NC6C(OC(=O)C(N(C(=O)CN(C(=O)C7CCCN7C(=O)C(NC6=O)C(C)C)C)C)C(C)C)C)N)C. Drug 2: C1=CC=C(C(=C1)C(C2=CC=C(C=C2)Cl)C(Cl)Cl)Cl. Cell line: ACHN. Synergy scores: CSS=5.64, Synergy_ZIP=-0.601, Synergy_Bliss=2.91, Synergy_Loewe=-12.8, Synergy_HSA=-1.04. (5) Drug 1: C1=NC2=C(N=C(N=C2N1C3C(C(C(O3)CO)O)O)F)N. Drug 2: C1CC(C1)(C(=O)O)C(=O)O.[NH2-].[NH2-].[Pt+2]. Cell line: HT29. Synergy scores: CSS=-0.300, Synergy_ZIP=-0.420, Synergy_Bliss=-2.01, Synergy_Loewe=-1.09, Synergy_HSA=-1.57. (6) Synergy scores: CSS=32.5, Synergy_ZIP=-3.17, Synergy_Bliss=-0.723, Synergy_Loewe=3.51, Synergy_HSA=4.85. Drug 1: CCC1=CC2CC(C3=C(CN(C2)C1)C4=CC=CC=C4N3)(C5=C(C=C6C(=C5)C78CCN9C7C(C=CC9)(C(C(C8N6C)(C(=O)OC)O)OC(=O)C)CC)OC)C(=O)OC.C(C(C(=O)O)O)(C(=O)O)O. Cell line: OVCAR-4. Drug 2: CC1CCC2CC(C(=CC=CC=CC(CC(C(=O)C(C(C(=CC(C(=O)CC(OC(=O)C3CCCCN3C(=O)C(=O)C1(O2)O)C(C)CC4CCC(C(C4)OC)OCCO)C)C)O)OC)C)C)C)OC. (7) Drug 2: CC1C(C(CC(O1)OC2CC(CC3=C2C(=C4C(=C3O)C(=O)C5=CC=CC=C5C4=O)O)(C(=O)C)O)N)O. Synergy scores: CSS=43.1, Synergy_ZIP=-0.390, Synergy_Bliss=-2.56, Synergy_Loewe=-8.73, Synergy_HSA=-1.50. Drug 1: CC(C)(C#N)C1=CC(=CC(=C1)CN2C=NC=N2)C(C)(C)C#N. Cell line: HOP-62.